Task: Predict the product of the given reaction.. Dataset: Forward reaction prediction with 1.9M reactions from USPTO patents (1976-2016) (1) Given the reactants [F:1][C:2]1[CH:3]=[C:4]([C@H:9]([NH:12][C:13](=[O:19])[O:14][C:15]([CH3:18])([CH3:17])[CH3:16])[CH:10]=C)[CH:5]=[C:6]([I:8])[CH:7]=1.[BH4-].[Na+].C[OH:23].[NH4+].[Cl-], predict the reaction product. The product is: [F:1][C:2]1[CH:3]=[C:4]([C@H:9]([NH:12][C:13](=[O:19])[O:14][C:15]([CH3:18])([CH3:17])[CH3:16])[CH2:10][OH:23])[CH:5]=[C:6]([I:8])[CH:7]=1. (2) The product is: [CH3:24][O:23][C:21]([C:18]1[CH:19]=[N:20][C:15]([N:13]2[CH2:12][CH2:11][C:6]3[NH:7][C:8]4[CH:9]=[CH:10][C:2]([C:36]5[O:37][C:33]([CH:31]=[O:32])=[CH:34][CH:35]=5)=[CH:3][C:4]=4[C:5]=3[CH2:14]2)=[N:16][CH:17]=1)=[O:22]. Given the reactants Br[C:2]1[CH:10]=[CH:9][C:8]2[NH:7][C:6]3[CH2:11][CH2:12][N:13]([C:15]4[N:20]=[CH:19][C:18]([C:21]([O:23][CH3:24])=[O:22])=[CH:17][N:16]=4)[CH2:14][C:5]=3[C:4]=2[CH:3]=1.C([O-])([O-])=O.[Cs+].[Cs+].[CH:31]([C:33]1[O:37][C:36](B(O)O)=[CH:35][CH:34]=1)=[O:32], predict the reaction product. (3) The product is: [Cl:46][C:19]1[N:18]=[N:17][C:16]([C:39]2[C:38]3[C:42](=[CH:43][CH:44]=[C:36]([F:35])[CH:37]=3)[NH:41][C:40]=2[CH3:45])=[CH:25][CH:20]=1.[F:35][C:47]1[CH:48]=[C:49]2[C:53](=[CH:54][CH:55]=1)[NH:52][C:51]([CH3:60])=[C:50]2[C:61]1[CH:70]=[CH:65][C:64](=[O:71])[NH:63][N:62]=1. Given the reactants ClC1C=C2C(=CC=1)N(CC(O)=O)C(C)=C2[C:16]1[C:25]2[C:20](=CC=CC=2)[C:19](=O)[N:18](CC2C=CC(Cl)=CC=2)[N:17]=1.[F:35][C:36]1[CH:37]=[C:38]2[C:42](=[CH:43][CH:44]=1)[NH:41][C:40]([CH3:45])=[CH:39]2.[Cl:46][C:47]1[CH:48]=[C:49]2[C:53](=[CH:54][CH:55]=1)[N:52](CC(O)=O)[C:51]([CH3:60])=[C:50]2[C:61]1[C:70]2[C:65](=CC=CC=2)[C:64](=[O:71])[N:63](CC2C=CC(Cl)=C(F)C=2)[N:62]=1, predict the reaction product. (4) Given the reactants [Cl:1][C:2]1[CH:3]=[C:4]([CH:24]=[CH:25][CH:26]=1)[CH2:5][N:6]1[C:10]2[CH:11]=[C:12]([F:16])[C:13]([F:15])=[CH:14][C:9]=2[N:8]=[C:7]1[C:17]1[C:18]([OH:23])=[N:19][CH:20]=[CH:21][CH:22]=1.[CH3:27][O:28][C:29](=[O:40])[CH2:30][O:31][C:32]1[CH:37]=[CH:36][C:35]([CH2:38]Br)=[CH:34][CH:33]=1, predict the reaction product. The product is: [CH3:27][O:28][C:29](=[O:40])[CH2:30][O:31][C:32]1[CH:37]=[CH:36][C:35]([CH2:38][O:23][C:18]2[C:17]([C:7]3[N:6]([CH2:5][C:4]4[CH:24]=[CH:25][CH:26]=[C:2]([Cl:1])[CH:3]=4)[C:10]4[CH:11]=[C:12]([F:16])[C:13]([F:15])=[CH:14][C:9]=4[N:8]=3)=[CH:22][CH:21]=[CH:20][N:19]=2)=[CH:34][CH:33]=1. (5) Given the reactants C([N:8]1[CH2:13][CH:12]([CH2:14][C:15]2[CH:20]=[CH:19][CH:18]=[CH:17][CH:16]=2)[CH2:11][C@H:10]([NH:21][C:22](=[O:28])[O:23][C:24]([CH3:27])([CH3:26])[CH3:25])[CH2:9]1)C1C=CC=CC=1.[H][H], predict the reaction product. The product is: [CH2:14]([CH:12]1[CH2:13][NH:8][CH2:9][C@@H:10]([NH:21][C:22](=[O:28])[O:23][C:24]([CH3:26])([CH3:25])[CH3:27])[CH2:11]1)[C:15]1[CH:16]=[CH:17][CH:18]=[CH:19][CH:20]=1. (6) Given the reactants [Cl:1][C:2]1[CH:3]=[C:4]2[C:8](=[C:9]([F:11])[CH:10]=1)[N:7]([CH2:12][CH2:13][C:14]([O:16]CC)=[O:15])[C:6]([CH2:19][N:20]1[C:24]3=[CH:25][N:26]=[CH:27][CH:28]=[C:23]3[C:22]3([CH2:30][CH2:29]3)[C:21]1=[O:31])=[CH:5]2.O.[OH-].[Li+], predict the reaction product. The product is: [Cl:1][C:2]1[CH:3]=[C:4]2[C:8](=[C:9]([F:11])[CH:10]=1)[N:7]([CH2:12][CH2:13][C:14]([OH:16])=[O:15])[C:6]([CH2:19][N:20]1[C:24]3=[CH:25][N:26]=[CH:27][CH:28]=[C:23]3[C:22]3([CH2:30][CH2:29]3)[C:21]1=[O:31])=[CH:5]2. (7) Given the reactants [N:1]1[NH:2][CH:3]([C:6]([N:8]2[CH:12]3[CH2:13][CH:14]4[C:17]([CH3:19])([CH3:18])[C:11]3([CH2:16][CH2:15]4)[CH2:10][S:9]2(=[O:21])=[O:20])=[O:7])[CH2:4][CH:5]=1.C([BH3-])#N.[Na+].Cl[C:27]([O:29][CH2:30][C:31]1[CH:36]=[CH:35][CH:34]=[CH:33][CH:32]=1)=[O:28].C(N(CC)CC)C, predict the reaction product. The product is: [CH2:30]([O:29][C:27]([N:1]1[CH2:5][CH2:4][CH:3]([C:6]([N:8]2[CH:12]3[CH2:13][CH:14]4[C:17]([CH3:19])([CH3:18])[C:11]3([CH2:16][CH2:15]4)[CH2:10][S:9]2(=[O:20])=[O:21])=[O:7])[NH:2]1)=[O:28])[C:31]1[CH:36]=[CH:35][CH:34]=[CH:33][CH:32]=1. (8) Given the reactants [Cl:1][C:2]1[N:3]=[C:4]([CH3:12])[C:5]([C:8]([O:10]C)=[O:9])=[N:6][CH:7]=1.[OH-].[Na+].Cl, predict the reaction product. The product is: [Cl:1][C:2]1[N:3]=[C:4]([CH3:12])[C:5]([C:8]([OH:10])=[O:9])=[N:6][CH:7]=1.